Dataset: Full USPTO retrosynthesis dataset with 1.9M reactions from patents (1976-2016). Task: Predict the reactants needed to synthesize the given product. (1) Given the product [CH3:28][C:27]1[CH:26]=[C:25]([CH3:29])[NH:24][C:23](=[O:30])[C:22]=1[CH2:21][NH:20][C:11]([C:9]1[CH:8]=[C:7]([O:14][CH3:15])[CH:6]=[C:5]2[C:10]=1[N:2]([CH3:1])[CH:3]=[C:4]2[CH:16]([CH3:18])[CH3:17])=[O:13], predict the reactants needed to synthesize it. The reactants are: [CH3:1][N:2]1[C:10]2[C:5](=[CH:6][C:7]([O:14][CH3:15])=[CH:8][C:9]=2[C:11]([OH:13])=O)[C:4]([CH:16]([CH3:18])[CH3:17])=[CH:3]1.Cl.[NH2:20][CH2:21][C:22]1[C:23](=[O:30])[NH:24][C:25]([CH3:29])=[CH:26][C:27]=1[CH3:28].C1C=NC2N(O)N=NC=2C=1.C(Cl)CCl.CN1CCOCC1. (2) Given the product [OH:38][CH2:36][C:37]1[CH:34]=[CH:33][C:12](/[CH:13]=[CH:13]/[C:12]2[CH:11]=[CH:10][C:9]([O:8][CH2:2][CH2:3][CH2:4][CH2:5][CH2:6][CH3:7])=[CH:34][CH:33]=2)=[CH:11][CH:10]=1, predict the reactants needed to synthesize it. The reactants are: [Br-].[CH2:2]([O:8][C:9]1[CH:34]=[CH:33][C:12]([CH2:13][P+](C2C=CC=CC=2)(C2C=CC=CC=2)C2C=CC=CC=2)=[CH:11][CH:10]=1)[CH2:3][CH2:4][CH2:5][CH2:6][CH3:7].O.[CH2:36]([OH:38])[CH3:37]. (3) Given the product [ClH:38].[ClH:38].[NH2:11][C:12]([CH2:31][N:32]1[CH2:37][CH2:36][CH2:35][CH2:34][CH2:33]1)([CH2:18][CH2:19][CH2:20][CH2:21][B:22]([OH:26])[OH:23])[C:13]([OH:15])=[O:14], predict the reactants needed to synthesize it. The reactants are: C(OC([NH:11][C:12]([CH2:31][N:32]1[CH2:37][CH2:36][CH2:35][CH2:34][CH2:33]1)([CH2:18][CH2:19][CH2:20][CH2:21][B:22]1[O:26]C(C)(C)C(C)(C)[O:23]1)[C:13]([O:15]CC)=[O:14])=O)C1C=CC=CC=1.[ClH:38]. (4) Given the product [NH2:31][CH:28]1[CH2:29][CH2:30][N:25]([CH2:24][C:15]2[CH:16]=[C:17]([C:20]([F:22])([F:23])[F:21])[CH:18]=[CH:19][C:14]=2[C:11]2[CH:12]=[CH:13][C:8]([C:5]3[N:6]=[CH:7][C:2]([NH2:1])=[N:3][CH:4]=3)=[C:9]([F:39])[CH:10]=2)[CH2:26][CH2:27]1, predict the reactants needed to synthesize it. The reactants are: [NH2:1][C:2]1[N:3]=[CH:4][C:5]([C:8]2[CH:13]=[CH:12][C:11]([C:14]3[CH:19]=[CH:18][C:17]([C:20]([F:23])([F:22])[F:21])=[CH:16][C:15]=3[CH2:24][N:25]3[CH2:30][CH2:29][CH:28]([NH:31]C(=O)OC(C)(C)C)[CH2:27][CH2:26]3)=[CH:10][C:9]=2[F:39])=[N:6][CH:7]=1.C(O)(C(F)(F)F)=O. (5) Given the product [Cl:1][C:2]1[CH:3]=[C:4]([C:12]2[O:16][N:15]=[C:14]([C:17]3[C:22]4[CH:23]=[CH:24][O:25][C:21]=4[C:20]([O:26][CH2:27][C:28]([OH:30])=[O:29])=[CH:19][CH:18]=3)[N:13]=2)[CH:5]=[N:6][C:7]=1[O:8][CH:9]([CH3:11])[CH3:10], predict the reactants needed to synthesize it. The reactants are: [Cl:1][C:2]1[CH:3]=[C:4]([C:12]2[O:16][N:15]=[C:14]([C:17]3[C:22]4[CH:23]=[CH:24][O:25][C:21]=4[C:20]([O:26][CH2:27][C:28]([O:30]CC)=[O:29])=[CH:19][CH:18]=3)[N:13]=2)[CH:5]=[N:6][C:7]=1[O:8][CH:9]([CH3:11])[CH3:10].[OH-].[Na+]. (6) Given the product [Cl:35][C:36]1[C:43]([CH2:44][CH3:45])=[CH:42][C:39]([CH:40]([C:28]2[N:24]([CH3:23])[N:25]=[C:26]([C:29]3[CH:30]=[CH:31][CH:32]=[CH:33][CH:34]=3)[N:27]=2)[OH:41])=[C:38]([F:46])[CH:37]=1, predict the reactants needed to synthesize it. The reactants are: C(C1C=C(C(C2N(C)N=C(C3C=CC=CC=3)N=2)O)C=CC=1)C.[CH3:23][N:24]1[CH:28]=[N:27][C:26]([C:29]2[CH:34]=[CH:33][CH:32]=[CH:31][CH:30]=2)=[N:25]1.[Cl:35][C:36]1[C:43]([CH2:44][CH3:45])=[CH:42][C:39]([CH:40]=[O:41])=[C:38]([F:46])[CH:37]=1.